The task is: Predict the reaction yield, written as a fraction of the theoretical maximum amount of product (1.0 means a 100% yield; for example, 0.34 means a 34% yield).. This data is from Reaction yield outcomes from USPTO patents with 853,638 reactions. (1) The reactants are C[C:2]1(C)[O:7][C:6]2[CH:8]=[CH:9][CH:10]=[C:11]([C:12]3[CH:13]=[C:14]([CH:20]=[CH:21][CH:22]=3)[C:15]([O:17][CH2:18]C)=[O:16])[C:5]=2[C:4](=[O:23])[O:3]1.C[O-].[Na+]. The catalyst is CO. The product is [OH:7][C:6]1[CH:8]=[CH:9][CH:10]=[C:11]([C:12]2[CH:22]=[CH:21][CH:20]=[C:14]([C:15]([O:17][CH3:18])=[O:16])[CH:13]=2)[C:5]=1[C:4]([O:3][CH3:2])=[O:23]. The yield is 0.950. (2) The reactants are [F:1][C:2]1[CH:25]=[C:24]([N+:26]([O-:28])=[O:27])[CH:23]=[CH:22][C:3]=1[O:4][C:5]1[CH:10]=[CH:9][N:8]=[C:7]2[CH:11]=[C:12]([C:14]3[CH:21]=[CH:20][C:17]([CH:18]=O)=[CH:16][N:15]=3)[S:13][C:6]=12.[CH3:29][N:30]1[CH2:35][CH2:34][NH:33][CH2:32][CH2:31]1.[BH-](OC(C)=O)(OC(C)=O)OC(C)=O.[Na+]. The catalyst is C(Cl)Cl. The product is [F:1][C:2]1[CH:25]=[C:24]([N+:26]([O-:28])=[O:27])[CH:23]=[CH:22][C:3]=1[O:4][C:5]1[CH:10]=[CH:9][N:8]=[C:7]2[CH:11]=[C:12]([C:14]3[CH:21]=[CH:20][C:17]([CH2:18][N:33]4[CH2:34][CH2:35][N:30]([CH3:29])[CH2:31][CH2:32]4)=[CH:16][N:15]=3)[S:13][C:6]=12. The yield is 0.520. (3) The reactants are [C:1]([C:3]1[CH:8]=[CH:7][CH:6]=[CH:5][CH:4]=1)#[CH:2].[F:9][CH:10]([F:19])[O:11][C:12]1[CH:17]=[CH:16][C:15](I)=[CH:14][CH:13]=1.CN(C)C=O.C(N(CC)CC)C. The catalyst is [Cu]I.Cl[Pd](Cl)([P](C1C=CC=CC=1)(C1C=CC=CC=1)C1C=CC=CC=1)[P](C1C=CC=CC=1)(C1C=CC=CC=1)C1C=CC=CC=1.O. The product is [F:9][CH:10]([F:19])[O:11][C:12]1[CH:17]=[CH:16][C:15]([C:2]#[C:1][C:3]2[CH:8]=[CH:7][CH:6]=[CH:5][CH:4]=2)=[CH:14][CH:13]=1. The yield is 0.760. (4) The reactants are [NH2:1][C:2]1[CH:10]=[CH:9][C:5]([C:6]([OH:8])=O)=[C:4]([C:11]([F:14])([F:13])[F:12])[CH:3]=1.C1C=CC2N(O)N=NC=2C=1.C(Cl)CCl.CCN(CC)CC.[CH2:36]([N:38]1[CH2:43][CH2:42][NH:41][CH2:40][CH2:39]1)[CH3:37]. The catalyst is C(Cl)Cl. The product is [NH2:1][C:2]1[CH:10]=[CH:9][C:5]([C:6]([N:41]2[CH2:42][CH2:43][N:38]([CH2:36][CH3:37])[CH2:39][CH2:40]2)=[O:8])=[C:4]([C:11]([F:14])([F:13])[F:12])[CH:3]=1. The yield is 0.890.